This data is from Full USPTO retrosynthesis dataset with 1.9M reactions from patents (1976-2016). The task is: Predict the reactants needed to synthesize the given product. (1) Given the product [CH2:40]([C:23]1[CH:24]=[C:25]([C:36]2[N:48]=[CH:46][S:47][CH:37]=2)[C:26]([OH:28])=[CH:27][C:22]=1[O:21][CH2:20][CH2:19][CH2:18][O:17][C:13]1[C:12]([CH2:42][CH2:43][CH3:44])=[C:11]([CH:16]=[CH:15][CH:14]=1)[O:10][C:5]1[CH:6]=[CH:7][CH:8]=[CH:9][C:4]=1[C:3]([OH:2])=[O:45])[CH3:41], predict the reactants needed to synthesize it. The reactants are: C[O:2][C:3](=[O:45])[C:4]1[CH:9]=[CH:8][CH:7]=[CH:6][C:5]=1[O:10][C:11]1[CH:16]=[CH:15][CH:14]=[C:13]([O:17][CH2:18][CH2:19][CH2:20][O:21][C:22]2[CH:27]=[C:26]([O:28]CC3C=CC=CC=3)[C:25]([C:36](=O)[CH2:37]Cl)=[CH:24][C:23]=2[CH2:40][CH3:41])[C:12]=1[CH2:42][CH2:43][CH3:44].[CH:46]([NH2:48])=[S:47].C(=O)([O-])[O-].[Mg+2]. (2) Given the product [Cl:1][C:2]1[CH:7]=[C:6]([O:8][C:9]2[C:10]([C:22]3[CH:27]=[N:26][CH:25]=[CH:24][N:23]=3)=[N:11][C:12]([CH3:15])=[CH:13][CH:14]=2)[CH:5]=[CH:4][N:3]=1, predict the reactants needed to synthesize it. The reactants are: [Cl:1][C:2]1[CH:7]=[C:6]([O:8][C:9]2[C:10](I)=[N:11][C:12]([CH3:15])=[CH:13][CH:14]=2)[CH:5]=[CH:4][N:3]=1.C([Sn](CCCC)(CCCC)[C:22]1[CH:27]=[N:26][CH:25]=[CH:24][N:23]=1)CCC.C1COCC1.